This data is from Reaction yield outcomes from USPTO patents with 853,638 reactions. The task is: Predict the reaction yield, written as a fraction of the theoretical maximum amount of product (1.0 means a 100% yield; for example, 0.34 means a 34% yield). (1) The reactants are [Cl:1][C:2]1[CH:7]=[CH:6][C:5]([OH:8])=[C:4]([C:9]2[NH:10][C:11]3[C:16]([CH:17]=2)=[C:15]([F:18])[CH:14]=[CH:13][CH:12]=3)[CH:3]=1.[C:19]([O-])([O-])=O.[K+].[K+].C(Br)Br.O. The catalyst is CN(C=O)C. The product is [Cl:1][C:2]1[CH:7]=[CH:6][C:5]2[O:8][CH2:19][N:10]3[C:11]4[CH:12]=[CH:13][CH:14]=[C:15]([F:18])[C:16]=4[CH:17]=[C:9]3[C:4]=2[CH:3]=1. The yield is 0.450. (2) The reactants are [CH:1]([O:4][C:5]([N:7]1[CH2:12][CH2:11][CH:10]([O:13][C:14]2[C:19]([CH3:20])=[C:18](Cl)[N:17]=[CH:16][N:15]=2)[CH2:9][CH2:8]1)=[O:6])([CH3:3])[CH3:2].[CH3:22][S:23]([C:26]1[N:31]=[C:30]([CH3:32])[C:29]([NH2:33])=[CH:28][CH:27]=1)(=[O:25])=[O:24].CC(C)([O-])C.[Na+]. The catalyst is O1CCOCC1.C([O-])(=O)C.[Pd+2].C([O-])(=O)C.C(N1CCN2CCN(CC(C)C)P1N(CC(C)C)CC2)C(C)C. The product is [CH:1]([O:4][C:5]([N:7]1[CH2:12][CH2:11][CH:10]([O:13][C:14]2[C:19]([CH3:20])=[C:18]([NH:33][C:29]3[C:30]([CH3:32])=[N:31][C:26]([S:23]([CH3:22])(=[O:25])=[O:24])=[CH:27][CH:28]=3)[N:17]=[CH:16][N:15]=2)[CH2:9][CH2:8]1)=[O:6])([CH3:3])[CH3:2]. The yield is 0.290. (3) The reactants are Br[C:2]1[C:6]2[C:7](=[O:11])[NH:8][CH:9]=[CH:10][C:5]=2[S:4][CH:3]=1.[NH:12]1[CH2:17][CH2:16][O:15][CH2:14][CH2:13]1. No catalyst specified. The product is [O:15]1[CH2:16][CH2:17][N:12]([C:2]2[C:6]3[C:7](=[O:11])[NH:8][CH:9]=[CH:10][C:5]=3[S:4][CH:3]=2)[CH2:13][CH2:14]1. The yield is 0.426. (4) The reactants are [CH:1]1([C:4]2[N:9]=[C:8]([C:10]3[CH:11]=[C:12]4[C:16](=[CH:17][CH:18]=3)[N:15]([CH:19]3[CH2:24][CH2:23][CH2:22][CH2:21][O:20]3)[N:14]=[C:13]4I)[CH:7]=[N:6][CH:5]=2)[CH2:3][CH2:2]1.[Cl:26][C:27]1[CH:32]=[N:31][CH:30]=[C:29]([Sn](CCCC)(CCCC)CCCC)[N:28]=1. The catalyst is CN(C=O)C.C1C=CC([P]([Pd]([P](C2C=CC=CC=2)(C2C=CC=CC=2)C2C=CC=CC=2)([P](C2C=CC=CC=2)(C2C=CC=CC=2)C2C=CC=CC=2)[P](C2C=CC=CC=2)(C2C=CC=CC=2)C2C=CC=CC=2)(C2C=CC=CC=2)C2C=CC=CC=2)=CC=1.[Cu]I. The product is [Cl:26][C:27]1[N:28]=[C:29]([C:13]2[C:12]3[C:16](=[CH:17][CH:18]=[C:10]([C:8]4[CH:7]=[N:6][CH:5]=[C:4]([CH:1]5[CH2:3][CH2:2]5)[N:9]=4)[CH:11]=3)[N:15]([CH:19]3[CH2:24][CH2:23][CH2:22][CH2:21][O:20]3)[N:14]=2)[CH:30]=[N:31][CH:32]=1. The yield is 0.350. (5) The reactants are [CH:1]1([C:6]([C:8]2[C:9]([O:14][CH3:15])=[N:10][CH:11]=[CH:12][CH:13]=2)=O)[CH2:5][CH:4]=[CH:3][CH2:2]1.O.NN.[OH-].[K+].O. The catalyst is C(O)CO. The product is [CH:1]1([CH2:6][C:8]2[C:9]([O:14][CH3:15])=[N:10][CH:11]=[CH:12][CH:13]=2)[CH2:2][CH:3]=[CH:4][CH2:5]1. The yield is 0.510. (6) The reactants are C1(S([N:10]2[C:14]3=[N:15][CH:16]=[C:17]([C:19]4[C:23]([C:24]5[CH:29]=[CH:28][N:27]=[C:26]([NH:30][CH2:31][C@@H:32]([OH:34])[CH3:33])[N:25]=5)=[CH:22][N:21]([CH2:35][C:36]#[N:37])[N:20]=4)[CH:18]=[C:13]3[CH:12]=[CH:11]2)(=O)=O)C=CC=CC=1.[OH-].[Na+]. The catalyst is C1COCC1.CO. The product is [OH:34][C@@H:32]([CH3:33])[CH2:31][NH:30][C:26]1[N:25]=[C:24]([C:23]2[C:19]([C:17]3[CH:18]=[C:13]4[CH:12]=[CH:11][NH:10][C:14]4=[N:15][CH:16]=3)=[N:20][N:21]([CH2:35][C:36]#[N:37])[CH:22]=2)[CH:29]=[CH:28][N:27]=1. The yield is 0.230.